Dataset: Full USPTO retrosynthesis dataset with 1.9M reactions from patents (1976-2016). Task: Predict the reactants needed to synthesize the given product. Given the product [CH3:13][C:7]1[CH:8]=[C:9]2[C:4](=[CH:5][CH:6]=1)[N:3]([C:14]1[CH:19]=[CH:18][CH:17]=[CH:16][CH:15]=1)[C:2]([N:20]1[CH2:25][CH2:24][NH:23][CH2:22][CH2:21]1)=[C:10]2[CH:11]=[O:12], predict the reactants needed to synthesize it. The reactants are: Cl[C:2]1[N:3]([C:14]2[CH:19]=[CH:18][CH:17]=[CH:16][CH:15]=2)[C:4]2[C:9]([C:10]=1[CH:11]=[O:12])=[CH:8][C:7]([CH3:13])=[CH:6][CH:5]=2.[NH:20]1[CH2:25][CH2:24][NH:23][CH2:22][CH2:21]1.